The task is: Predict which catalyst facilitates the given reaction.. This data is from Catalyst prediction with 721,799 reactions and 888 catalyst types from USPTO. (1) Reactant: [OH:1][CH2:2][CH2:3][CH2:4][CH:5]1[CH2:10][CH2:9][N:8]([C:11]([O:13][C:14]([CH3:17])([CH3:16])[CH3:15])=[O:12])[CH2:7][CH2:6]1.CCN(CC)CC.[CH3:25][S:26](Cl)(=[O:28])=[O:27]. Product: [CH3:25][S:26]([O:1][CH2:2][CH2:3][CH2:4][CH:5]1[CH2:10][CH2:9][N:8]([C:11]([O:13][C:14]([CH3:17])([CH3:16])[CH3:15])=[O:12])[CH2:7][CH2:6]1)(=[O:28])=[O:27]. The catalyst class is: 2. (2) Reactant: [BH4-].[Li+].C([O:5][C:6](=O)[CH2:7][N:8]1[C:16]2[C:11](=[CH:12][CH:13]=[C:14]3[CH2:21][CH2:20][N:19]([C:22]([O:24][C:25]([CH3:28])([CH3:27])[CH3:26])=[O:23])[CH2:18][CH2:17][C:15]3=2)[CH:10]=[CH:9]1)C.O. Product: [OH:5][CH2:6][CH2:7][N:8]1[C:16]2[C:11](=[CH:12][CH:13]=[C:14]3[CH2:21][CH2:20][N:19]([C:22]([O:24][C:25]([CH3:28])([CH3:27])[CH3:26])=[O:23])[CH2:18][CH2:17][C:15]3=2)[CH:10]=[CH:9]1. The catalyst class is: 1. (3) Reactant: [S:1]1[C:9]2[CH2:8][CH2:7][NH:6][CH2:5][C:4]=2[CH:3]=[CH:2]1.Br[CH2:11][CH2:12][OH:13].C(=O)([O-])[O-].[K+].[K+].[I-].[K+]. Product: [OH:13][CH2:12][CH2:11][N:6]1[CH2:7][CH2:8][C:9]2[S:1][CH:2]=[CH:3][C:4]=2[CH2:5]1. The catalyst class is: 255.